Dataset: Reaction yield outcomes from USPTO patents with 853,638 reactions. Task: Predict the reaction yield, written as a fraction of the theoretical maximum amount of product (1.0 means a 100% yield; for example, 0.34 means a 34% yield). The reactants are O[CH2:2][C:3]1([CH2:7][OH:8])[CH2:6][CH2:5][CH2:4]1.C1(P(C2C=CC=CC=2)C2C=CC=CC=2)C=CC=CC=1.[CH3:28][N:29]1[CH:33]=[CH:32][N:31]=[C:30]1[SH:34]. The yield is 0.710. The catalyst is ClCCl. The product is [CH3:28][N:29]1[CH:33]=[CH:32][N:31]=[C:30]1[S:34][CH2:2][C:3]1([CH2:7][OH:8])[CH2:6][CH2:5][CH2:4]1.